Binary Classification. Given a drug SMILES string, predict its activity (active/inactive) in a high-throughput screening assay against a specified biological target. From a dataset of KCNQ2 potassium channel screen with 302,405 compounds. The molecule is OC(CN1CCCCC1)COc1ccc(C2CCC=C2)cc1. The result is 0 (inactive).